This data is from NCI-60 drug combinations with 297,098 pairs across 59 cell lines. The task is: Regression. Given two drug SMILES strings and cell line genomic features, predict the synergy score measuring deviation from expected non-interaction effect. (1) Drug 1: CNC(=O)C1=CC=CC=C1SC2=CC3=C(C=C2)C(=NN3)C=CC4=CC=CC=N4. Cell line: HOP-92. Synergy scores: CSS=52.1, Synergy_ZIP=3.20, Synergy_Bliss=0.685, Synergy_Loewe=0.361, Synergy_HSA=-0.221. Drug 2: CC12CCC3C(C1CCC2=O)CC(=C)C4=CC(=O)C=CC34C. (2) Drug 1: C1=NC(=NC(=O)N1C2C(C(C(O2)CO)O)O)N. Drug 2: COCCOC1=C(C=C2C(=C1)C(=NC=N2)NC3=CC=CC(=C3)C#C)OCCOC.Cl. Cell line: SNB-75. Synergy scores: CSS=2.08, Synergy_ZIP=-0.515, Synergy_Bliss=0.228, Synergy_Loewe=-0.659, Synergy_HSA=-0.629.